This data is from NCI-60 drug combinations with 297,098 pairs across 59 cell lines. The task is: Regression. Given two drug SMILES strings and cell line genomic features, predict the synergy score measuring deviation from expected non-interaction effect. (1) Drug 1: CC1=C2C(C(=O)C3(C(CC4C(C3C(C(C2(C)C)(CC1OC(=O)C(C(C5=CC=CC=C5)NC(=O)C6=CC=CC=C6)O)O)OC(=O)C7=CC=CC=C7)(CO4)OC(=O)C)O)C)OC(=O)C. Drug 2: CN(C(=O)NC(C=O)C(C(C(CO)O)O)O)N=O. Cell line: HS 578T. Synergy scores: CSS=51.4, Synergy_ZIP=-1.93, Synergy_Bliss=-5.36, Synergy_Loewe=-48.7, Synergy_HSA=-4.79. (2) Drug 1: CC1=C(C=C(C=C1)NC2=NC=CC(=N2)N(C)C3=CC4=NN(C(=C4C=C3)C)C)S(=O)(=O)N.Cl. Drug 2: CC1=C(C=C(C=C1)C(=O)NC2=CC(=CC(=C2)C(F)(F)F)N3C=C(N=C3)C)NC4=NC=CC(=N4)C5=CN=CC=C5. Cell line: CCRF-CEM. Synergy scores: CSS=8.90, Synergy_ZIP=3.33, Synergy_Bliss=10.3, Synergy_Loewe=4.39, Synergy_HSA=4.78. (3) Drug 1: C1CCC(CC1)NC(=O)N(CCCl)N=O. Drug 2: CC1C(C(=O)NC(C(=O)N2CCCC2C(=O)N(CC(=O)N(C(C(=O)O1)C(C)C)C)C)C(C)C)NC(=O)C3=C4C(=C(C=C3)C)OC5=C(C(=O)C(=C(C5=N4)C(=O)NC6C(OC(=O)C(N(C(=O)CN(C(=O)C7CCCN7C(=O)C(NC6=O)C(C)C)C)C)C(C)C)C)N)C. Cell line: HCT-15. Synergy scores: CSS=36.6, Synergy_ZIP=7.91, Synergy_Bliss=6.70, Synergy_Loewe=4.75, Synergy_HSA=5.29. (4) Drug 1: C1=CC(=CC=C1CCCC(=O)O)N(CCCl)CCCl. Drug 2: CS(=O)(=O)CCNCC1=CC=C(O1)C2=CC3=C(C=C2)N=CN=C3NC4=CC(=C(C=C4)OCC5=CC(=CC=C5)F)Cl. Cell line: MOLT-4. Synergy scores: CSS=54.6, Synergy_ZIP=5.11, Synergy_Bliss=3.34, Synergy_Loewe=-0.409, Synergy_HSA=2.03. (5) Drug 1: CCCS(=O)(=O)NC1=C(C(=C(C=C1)F)C(=O)C2=CNC3=C2C=C(C=N3)C4=CC=C(C=C4)Cl)F. Drug 2: CCN(CC)CCNC(=O)C1=C(NC(=C1C)C=C2C3=C(C=CC(=C3)F)NC2=O)C. Cell line: SW-620. Synergy scores: CSS=-19.3, Synergy_ZIP=11.6, Synergy_Bliss=3.43, Synergy_Loewe=-16.9, Synergy_HSA=-15.7. (6) Drug 1: CCC1=CC2CC(C3=C(CN(C2)C1)C4=CC=CC=C4N3)(C5=C(C=C6C(=C5)C78CCN9C7C(C=CC9)(C(C(C8N6C)(C(=O)OC)O)OC(=O)C)CC)OC)C(=O)OC.C(C(C(=O)O)O)(C(=O)O)O. Drug 2: CC1C(C(CC(O1)OC2CC(OC(C2O)C)OC3=CC4=CC5=C(C(=O)C(C(C5)C(C(=O)C(C(C)O)O)OC)OC6CC(C(C(O6)C)O)OC7CC(C(C(O7)C)O)OC8CC(C(C(O8)C)O)(C)O)C(=C4C(=C3C)O)O)O)O. Cell line: NCI/ADR-RES. Synergy scores: CSS=1.14, Synergy_ZIP=0.140, Synergy_Bliss=0.692, Synergy_Loewe=-0.291, Synergy_HSA=-0.291.